This data is from Catalyst prediction with 721,799 reactions and 888 catalyst types from USPTO. The task is: Predict which catalyst facilitates the given reaction. (1) Reactant: Br[C:2]1[CH:7]=[CH:6][C:5]([Br:8])=[CH:4][N:3]=1.[O:9]1[C:13]2([CH2:18][CH2:17][C:16](=[O:19])[CH2:15][CH2:14]2)[O:12][CH2:11][CH2:10]1. Product: [Br:8][C:5]1[CH:6]=[CH:7][C:2]([C:16]2([OH:19])[CH2:17][CH2:18][C:13]3([O:12][CH2:11][CH2:10][O:9]3)[CH2:14][CH2:15]2)=[N:3][CH:4]=1. The catalyst class is: 28. (2) Reactant: [Br:1][C:2]1[CH:16]=[CH:15][C:5]([O:6][C:7]2[C:8]([F:14])=[N+:9]([O-])[CH:10]=[CH:11][CH:12]=2)=[C:4]([C:17](=[O:23])[N:18]([CH2:21][CH3:22])[CH2:19][CH3:20])[CH:3]=1.P(Cl)(Cl)([Cl:26])=O. Product: [Br:1][C:2]1[CH:16]=[CH:15][C:5]([O:6][C:7]2[C:8]([F:14])=[N:9][C:10]([Cl:26])=[CH:11][CH:12]=2)=[C:4]([CH:3]=1)[C:17]([N:18]([CH2:21][CH3:22])[CH2:19][CH3:20])=[O:23]. The catalyst class is: 59. (3) Reactant: [NH2:1][C:2]([C:4]1[CH:5]=[N:6][C:7]2[C:12]([C:13]=1[NH:14][C:15]1[CH:16]=[C:17]([CH:23]=[CH:24][CH:25]=1)[C:18]([O:20]CC)=[O:19])=[CH:11][CH:10]=[C:9]([C:26]1[CH:31]=[CH:30][N:29]=[C:28]([CH3:32])[CH:27]=1)[CH:8]=2)=[O:3].[OH-].[Na+]. Product: [NH2:1][C:2]([C:4]1[CH:5]=[N:6][C:7]2[C:12]([C:13]=1[NH:14][C:15]1[CH:16]=[C:17]([CH:23]=[CH:24][CH:25]=1)[C:18]([OH:20])=[O:19])=[CH:11][CH:10]=[C:9]([C:26]1[CH:31]=[CH:30][N:29]=[C:28]([CH3:32])[CH:27]=1)[CH:8]=2)=[O:3]. The catalyst class is: 8.